This data is from Full USPTO retrosynthesis dataset with 1.9M reactions from patents (1976-2016). The task is: Predict the reactants needed to synthesize the given product. (1) Given the product [O:4]1[C:8]2[CH:9]=[CH:10][CH:11]=[C:12]([N:13]3[CH2:18][CH2:17][N:16]([CH2:19][CH2:20][C@H:21]4[CH2:26][CH2:25][C@H:24]([NH:27][C:30](=[O:31])[CH:29]([OH:28])[CH2:33][CH3:34])[CH2:23][CH2:22]4)[CH2:15][CH2:14]3)[C:7]=2[O:6][CH2:5]1, predict the reactants needed to synthesize it. The reactants are: Cl.Cl.Cl.[O:4]1[C:8]2[CH:9]=[CH:10][CH:11]=[C:12]([N:13]3[CH2:18][CH2:17][N:16]([CH2:19][CH2:20][C@H:21]4[CH2:26][CH2:25][C@H:24]([NH2:27])[CH2:23][CH2:22]4)[CH2:15][CH2:14]3)[C:7]=2[O:6][CH2:5]1.[OH:28][CH:29]([CH2:33][CH3:34])[C:30](O)=[O:31]. (2) Given the product [NH2:50][C:39]1[N:38]=[C:37]([N:33]2[CH:32]([CH3:51])[CH2:31][C:30]3[C:35](=[CH:36][C:27]([C:5]4[CH:4]=[C:3]([C:16]([O:18][CH2:19][C:20]5[CH:21]=[CH:22][CH:23]=[CH:24][CH:25]=5)=[O:17])[N:2]([CH3:1])[CH:6]=4)=[CH:28][CH:29]=3)[CH2:34]2)[CH:42]=[C:41]([N:43]2[CH2:48][CH2:47][N:46]([CH3:49])[CH2:45][CH2:44]2)[N:40]=1, predict the reactants needed to synthesize it. The reactants are: [CH3:1][N:2]1[CH:6]=[C:5](B2OC(C)(C)C(C)(C)O2)[CH:4]=[C:3]1[C:16]([O:18][CH2:19][C:20]1[CH:25]=[CH:24][CH:23]=[CH:22][CH:21]=1)=[O:17].Br[C:27]1[CH:36]=[C:35]2[C:30]([CH2:31][CH:32]([CH3:51])[N:33]([C:37]3[CH:42]=[C:41]([N:43]4[CH2:48][CH2:47][N:46]([CH3:49])[CH2:45][CH2:44]4)[N:40]=[C:39]([NH2:50])[N:38]=3)[CH2:34]2)=[CH:29][CH:28]=1. (3) Given the product [Cl:7][C:8]1[CH:24]=[C:23]([Cl:25])[CH:22]=[C:21]([Cl:26])[C:9]=1[C:10]1[O:19][C:18](=[O:20])[CH:14]2[CH:13]([S:17][CH:16]=[N:15]2)[N:12]=1, predict the reactants needed to synthesize it. The reactants are: C(Cl)(=O)C(Cl)=O.[Cl:7][C:8]1[CH:24]=[C:23]([Cl:25])[CH:22]=[C:21]([Cl:26])[C:9]=1[C:10]([NH:12][C:13]1[S:17][CH:16]=[N:15][C:14]=1[C:18]([OH:20])=[O:19])=O. (4) Given the product [Cl:12][C:3]1[C:4]2[C:9](=[CH:8][C:7]([C:10]#[N:11])=[CH:6][CH:5]=2)[NH:1][CH:2]=1, predict the reactants needed to synthesize it. The reactants are: [NH:1]1[C:9]2[C:4](=[CH:5][CH:6]=[C:7]([C:10]#[N:11])[CH:8]=2)[CH:3]=[CH:2]1.[Cl:12]N1C(=O)CCC1=O.C(=O)([O-])O.[Na+]. (5) Given the product [Br:11][C:8]1[S:9][CH:10]=[C:6]([CH:5]=[CH:4][C:3]([OH:12])=[O:2])[N:7]=1, predict the reactants needed to synthesize it. The reactants are: C[O:2][C:3](=[O:12])[CH:4]=[CH:5][C:6]1[N:7]=[C:8]([Br:11])[S:9][CH:10]=1.[OH-].[Li+]. (6) Given the product [NH2:50][C:47]1[N:46]=[CH:45][C:44]([S:41]([NH:40][C:36]2[CH:35]=[C:34]([C:31]3[CH:30]=[CH:29][C:28]([C@@H:26]4[CH2:27][C@H:25]4[N:17]([CH:14]4[CH2:13][CH2:12][CH:11]([NH:10][C:8]([O:7][C:3]([CH3:6])([CH3:5])[CH3:4])=[O:9])[CH2:16][CH2:15]4)[C:18](=[O:24])[O:19][C:20]([CH3:22])([CH3:23])[CH3:21])=[CH:33][CH:32]=3)[CH:39]=[CH:38][CH:37]=2)(=[O:42])=[O:43])=[CH:49][CH:48]=1, predict the reactants needed to synthesize it. The reactants are: [Cl-].[NH4+].[C:3]([O:7][C:8]([NH:10][CH:11]1[CH2:16][CH2:15][CH:14]([N:17]([C@@H:25]2[CH2:27][C@H:26]2[C:28]2[CH:33]=[CH:32][C:31]([C:34]3[CH:39]=[CH:38][CH:37]=[C:36]([NH:40][S:41]([C:44]4[CH:45]=[N:46][C:47]([N+:50]([O-])=O)=[CH:48][CH:49]=4)(=[O:43])=[O:42])[CH:35]=3)=[CH:30][CH:29]=2)[C:18](=[O:24])[O:19][C:20]([CH3:23])([CH3:22])[CH3:21])[CH2:13][CH2:12]1)=[O:9])([CH3:6])([CH3:5])[CH3:4]. (7) Given the product [CH3:1][O:2][C:3]1[CH:4]=[CH:5][C:6]([C:9]2([C:12]([NH:26][C:27]3[N:32]=[C:31]([C:33]4[CH:34]=[C:35]([CH:43]=[CH:44][CH:45]=4)[C:36]([OH:38])=[O:37])[C:30]([CH3:46])=[CH:29][CH:28]=3)=[O:14])[CH2:10][CH2:11]2)=[CH:7][CH:8]=1, predict the reactants needed to synthesize it. The reactants are: [CH3:1][O:2][C:3]1[CH:8]=[CH:7][C:6]([C:9]2([C:12]([OH:14])=O)[CH2:11][CH2:10]2)=[CH:5][CH:4]=1.S(Cl)(Cl)=O.C(N(CC)CC)C.[NH2:26][C:27]1[N:32]=[C:31]([C:33]2[CH:34]=[C:35]([CH:43]=[CH:44][CH:45]=2)[C:36]([O:38]C(C)(C)C)=[O:37])[C:30]([CH3:46])=[CH:29][CH:28]=1.FC(F)(F)C(O)=O.